Dataset: Catalyst prediction with 721,799 reactions and 888 catalyst types from USPTO. Task: Predict which catalyst facilitates the given reaction. (1) Reactant: [CH2:1]([N:3]1[CH2:8][CH2:7][CH:6]([CH:9]2[CH2:14][CH2:13][N:12](C(OCC3C=CC=CC=3)=O)[CH2:11][CH2:10]2)[CH2:5][CH2:4]1)[CH3:2].O.C(O)(=O)C.[H][H]. Product: [CH2:1]([N:3]1[CH2:4][CH2:5][CH:6]([CH:9]2[CH2:14][CH2:13][NH:12][CH2:11][CH2:10]2)[CH2:7][CH2:8]1)[CH3:2]. The catalyst class is: 19. (2) Reactant: [CH2:1]([C@:8]12[C@H:19]([O:20][C:21]3[CH:26]=[C:25]([O:27][CH3:28])[CH:24]=[C:23]([O:29][CH3:30])[CH:22]=3)[C:18](=[O:31])[N:9]1[CH2:10][CH2:11][C:12]1[C:17]2=[CH:16][CH:15]=[CH:14][CH:13]=1)[C:2]1[CH:7]=[CH:6][CH:5]=[CH:4][CH:3]=1.[O:32]1CCOCC1. Product: [CH2:1]([C@@:8]1([C@H:19]([O:20][C:21]2[CH:26]=[C:25]([O:27][CH3:28])[CH:24]=[C:23]([O:29][CH3:30])[CH:22]=2)[C:18]([OH:31])=[O:32])[C:17]2[C:12](=[CH:13][CH:14]=[CH:15][CH:16]=2)[CH2:11][CH2:10][NH:9]1)[C:2]1[CH:7]=[CH:6][CH:5]=[CH:4][CH:3]=1. The catalyst class is: 33. (3) Reactant: [Br:1][C:2]1[CH:7]=[CH:6][C:5]([CH:8]([C:13]2[CH:18]=[CH:17][C:16]([Cl:19])=[CH:15][CH:14]=2)[CH2:9][C:10](O)=[O:11])=[CH:4][CH:3]=1.C(N1C=CN=C1)([N:22]1C=CN=C1)=O.N. Product: [Br:1][C:2]1[CH:7]=[CH:6][C:5]([CH:8]([C:13]2[CH:18]=[CH:17][C:16]([Cl:19])=[CH:15][CH:14]=2)[CH2:9][C:10]([NH2:22])=[O:11])=[CH:4][CH:3]=1. The catalyst class is: 4. (4) Reactant: [NH2:1][C:2]1[CH:7]=[C:6]([Cl:8])[N:5]=[C:4]([C:9]([O:11][CH3:12])=[O:10])[C:3]=1[O:13][CH3:14].S(Cl)([Cl:18])(=O)=O.C(=O)(O)[O-].[Na+].[Na+].[Cl-]. Product: [NH2:1][C:2]1[C:7]([Cl:18])=[C:6]([Cl:8])[N:5]=[C:4]([C:9]([O:11][CH3:12])=[O:10])[C:3]=1[O:13][CH3:14]. The catalyst class is: 210. (5) Reactant: [NH2:1][C:2]1[CH:11]=[CH:10][C:9]2[C:4](=[CH:5][CH:6]=[CH:7][CH:8]=2)[N:3]=1.[C:12]1([C:18]2[O:22][N:21]=[CH:20][C:19]=2[CH2:23][CH2:24][C:25](O)=[O:26])[CH:17]=[CH:16][CH:15]=[CH:14][CH:13]=1.O.ON1C2C=CC=CC=2N=N1.Cl.C(N=C=NCCCN(C)C)C. Product: [N:3]1[C:4]2[C:9](=[CH:8][CH:7]=[CH:6][CH:5]=2)[CH:10]=[CH:11][C:2]=1[NH:1][C:25](=[O:26])[CH2:24][CH2:23][C:19]1[CH:20]=[N:21][O:22][C:18]=1[C:12]1[CH:13]=[CH:14][CH:15]=[CH:16][CH:17]=1. The catalyst class is: 145. (6) Reactant: [Cl:1][C:2]1[CH:3]=[N:4][CH:5]=[C:6]([Cl:27])[C:7]=1[NH:8][C:9]([C:11]1[C:19]2[C:18]3[CH:20]=[C:21]([NH2:24])[CH:22]=[CH:23][C:17]=3[O:16][C:15]=2[C:14]([O:25][CH3:26])=[CH:13][CH:12]=1)=[O:10].[C:28]([O:32][CH2:33][CH3:34])(=[O:31])[CH:29]=O.C1(C)C=CC=CC=1. Product: [Cl:1][C:2]1[CH:3]=[N:4][CH:5]=[C:6]([Cl:27])[C:7]=1[NH:8][C:9]([C:11]1[C:19]2[C:18]3[CH:20]=[C:21]([NH:24][CH2:29][C:28]([O:32][CH2:33][CH3:34])=[O:31])[CH:22]=[CH:23][C:17]=3[O:16][C:15]=2[C:14]([O:25][CH3:26])=[CH:13][CH:12]=1)=[O:10]. The catalyst class is: 171. (7) Reactant: [F:1][C@@H:2]1[CH2:7][CH2:6][N:5]([C:8]([O:10][C:11]([CH3:14])([CH3:13])[CH3:12])=[O:9])[CH2:4][C@H:3]1[OH:15].[CH3:16][C:17]1[CH:22]=[CH:21][C:20]([S:23](Cl)(=[O:25])=[O:24])=[CH:19][CH:18]=1. Product: [F:1][C@@H:2]1[CH2:7][CH2:6][N:5]([C:8]([O:10][C:11]([CH3:12])([CH3:14])[CH3:13])=[O:9])[CH2:4][C@H:3]1[O:15][S:23]([C:20]1[CH:21]=[CH:22][C:17]([CH3:16])=[CH:18][CH:19]=1)(=[O:25])=[O:24]. The catalyst class is: 17.